Predict the reaction yield, written as a fraction of the theoretical maximum amount of product (1.0 means a 100% yield; for example, 0.34 means a 34% yield). From a dataset of Reaction yield outcomes from USPTO patents with 853,638 reactions. (1) The reactants are [NH2:1][C:2]1[S:6][C:5]([SH:7])=[N:4][N:3]=1.[H-].[Na+].[C:10]([O:14][C:15]([N:17]1[CH2:23][CH2:22][C:21]2[C:24]([CH2:29]Cl)=[C:25]([Cl:28])[CH:26]=[CH:27][C:20]=2[CH2:19][CH2:18]1)=[O:16])([CH3:13])([CH3:12])[CH3:11]. The catalyst is CN(C=O)C. The product is [NH2:1][C:2]1[S:6][C:5]([S:7][CH2:29][C:24]2[C:21]3[CH2:22][CH2:23][N:17]([C:15]([O:14][C:10]([CH3:12])([CH3:11])[CH3:13])=[O:16])[CH2:18][CH2:19][C:20]=3[CH:27]=[CH:26][C:25]=2[Cl:28])=[N:4][N:3]=1. The yield is 0.610. (2) The reactants are C([Sn](CCCC)(CCCC)[C:6]1[S:7][CH:8]=[CH:9][CH:10]=1)CCC.[CH2:19]([O:21][C:22]([C:24]1[N:25]([CH2:44][C:45]2[CH:50]=[CH:49][CH:48]=[C:47]([O:51][C:52]3[CH:57]=[CH:56][CH:55]=[CH:54][CH:53]=3)[CH:46]=2)[C:26]2[C:31]([C:32]=1I)=[CH:30][CH:29]=[C:28]([C:34]1[CH:39]=[CH:38][C:37]([C:40]([CH3:43])([CH3:42])[CH3:41])=[CH:36][CH:35]=1)[CH:27]=2)=[O:23])[CH3:20]. The catalyst is [Cu]I.Cl[Pd](Cl)([P](C1C=CC=CC=1)(C1C=CC=CC=1)C1C=CC=CC=1)[P](C1C=CC=CC=1)(C1C=CC=CC=1)C1C=CC=CC=1.CN(C=O)C. The product is [CH2:19]([O:21][C:22]([C:24]1[N:25]([CH2:44][C:45]2[CH:50]=[CH:49][CH:48]=[C:47]([O:51][C:52]3[CH:53]=[CH:54][CH:55]=[CH:56][CH:57]=3)[CH:46]=2)[C:26]2[C:31]([C:32]=1[C:6]1[S:7][CH:8]=[CH:9][CH:10]=1)=[CH:30][CH:29]=[C:28]([C:34]1[CH:35]=[CH:36][C:37]([C:40]([CH3:43])([CH3:42])[CH3:41])=[CH:38][CH:39]=1)[CH:27]=2)=[O:23])[CH3:20]. The yield is 0.900. (3) The reactants are [CH2:1]([C:5]1[N:9]([CH2:10][C:11]2[CH:16]=[CH:15][C:14]([C:17]3[C:18]([C:23]#[N:24])=[CH:19][CH:20]=[CH:21][CH:22]=3)=[CH:13][CH:12]=2)[C:8](=[O:25])[NH:7][N:6]=1)[CH2:2][CH2:3][CH3:4].[H-].[Na+].Br[CH2:29][C:30]([C:32]1[CH:37]=[CH:36][C:35]([O:38][CH3:39])=[CH:34][CH:33]=1)=[O:31].[Cl-].O[NH3+:42].[C:43](=[O:46])([O-])[OH:44].[Na+]. The catalyst is C(OCC)(=O)C.CS(C)=O.CN(C)C=O. The product is [CH2:1]([C:5]1[N:9]([CH2:10][C:11]2[CH:16]=[CH:15][C:14]([C:17]3[CH:22]=[CH:21][CH:20]=[CH:19][C:18]=3[C:23]3[NH:42][C:43](=[O:46])[O:44][N:24]=3)=[CH:13][CH:12]=2)[C:8](=[O:25])[N:7]([CH2:29][C:30]([C:32]2[CH:37]=[CH:36][C:35]([O:38][CH3:39])=[CH:34][CH:33]=2)=[O:31])[N:6]=1)[CH2:2][CH2:3][CH3:4]. The yield is 0.0300. (4) The reactants are [CH:1](=[O:6])[CH2:2][CH2:3][CH2:4][CH3:5].[OH-].[K+].[C:9]1(=[O:14])[CH2:13][CH2:12][CH2:11][CH2:10]1.[OH-].[Na+].P(=O)(O)(O)O. The catalyst is C(=C1CCCC1=O)CCCC.O. The product is [OH:6][CH:1]([CH:10]1[CH2:11][CH2:12][CH2:13][C:9]1=[O:14])[CH2:2][CH2:3][CH2:4][CH3:5]. The yield is 0.849. (5) The reactants are [CH3:1][O:2][C:3](=[O:20])[C:4]1[CH:9]=[C:8]([NH2:10])[C:7]([C:11]2[C:12](F)=[N:13][CH:14]=[C:15]([CH3:17])[CH:16]=2)=[C:6]([NH2:19])[CH:5]=1.NC1C=C(C#N)C=C2C=1C1C=C(C)C=NC=1N2. No catalyst specified. The product is [CH3:1][O:2][C:3]([C:4]1[CH:9]=[C:8]2[C:7]([C:11]3[CH:16]=[C:15]([CH3:17])[CH:14]=[N:13][C:12]=3[NH:10]2)=[C:6]([NH2:19])[CH:5]=1)=[O:20]. The yield is 0.880.